Dataset: Catalyst prediction with 721,799 reactions and 888 catalyst types from USPTO. Task: Predict which catalyst facilitates the given reaction. (1) Reactant: [NH2:1][C@H:2]([C:5]1[CH:10]=[CH:9][CH:8]=[CH:7][CH:6]=1)[CH2:3][OH:4].[CH3:11][O:12][C:13]1[CH:20]=[CH:19][C:16]([CH:17]=O)=[CH:15][CH:14]=1. Product: [CH3:11][O:12][C:13]1[CH:20]=[CH:19][C:16](/[CH:17]=[N:1]/[C@H:2]([C:5]2[CH:10]=[CH:9][CH:8]=[CH:7][CH:6]=2)[CH2:3][OH:4])=[CH:15][CH:14]=1. The catalyst class is: 11. (2) The catalyst class is: 14. Reactant: [I:1][C:2]1[CH:11]=[CH:10][CH:9]=[C:8]2[C:3]=1[CH2:4][CH2:5][NH:6]/[C:7]/2=[CH:12]\[C:13]([O:15][CH2:16][CH3:17])=[O:14].CC(O)=O.[BH3-]C#N.[Na+].C([O-])(O)=O.[Na+]. Product: [I:1][C:2]1[CH:11]=[CH:10][CH:9]=[C:8]2[C:3]=1[CH2:4][CH2:5][NH:6][CH:7]2[CH2:12][C:13]([O:15][CH2:16][CH3:17])=[O:14]. (3) Reactant: C(=O)([O-])[O-].[Cs+].[Cs+].[CH2:7](Cl)[C:8]1[CH:13]=[CH:12][CH:11]=[CH:10][CH:9]=1.[CH3:15][O:16][C:17]([C:19]1[CH:20]=[C:21]([CH3:43])[C:22]2[O:28][C:27]3[C:29]([Cl:39])=[CH:30][C:31]([N:33]4[CH2:38][CH2:37][NH:36][CH2:35][CH2:34]4)=[CH:32][C:26]=3[CH2:25][S:24](=[O:41])(=[O:40])[C:23]=2[CH:42]=1)=[O:18]. Product: [CH3:15][O:16][C:17]([C:19]1[CH:20]=[C:21]([CH3:43])[C:22]2[O:28][C:27]3[C:29]([Cl:39])=[CH:30][C:31]([N:33]4[CH2:34][CH2:35][N:36]([CH2:7][C:8]5[CH:13]=[CH:12][CH:11]=[CH:10][CH:9]=5)[CH2:37][CH2:38]4)=[CH:32][C:26]=3[CH2:25][S:24](=[O:40])(=[O:41])[C:23]=2[CH:42]=1)=[O:18]. The catalyst class is: 3. (4) Reactant: CN(C)C(=O)[S:4][C:5]1[CH:10]=[C:9]([F:11])[CH:8]=[CH:7][C:6]=1[Br:12]. Product: [Br:12][C:6]1[CH:7]=[CH:8][C:9]([F:11])=[CH:10][C:5]=1[SH:4]. The catalyst class is: 74.